Dataset: Catalyst prediction with 721,799 reactions and 888 catalyst types from USPTO. Task: Predict which catalyst facilitates the given reaction. Reactant: [CH3:1][O:2][C:3]1[N:4]=[CH:5][CH:6]=[C:7]2[C:11]([C:12]3[CH:17]=[CH:16][CH:15]=[CH:14][CH:13]=3)=[N:10][NH:9][C:8]=12.[H-].[Na+].Br[CH2:21][C:22]1[CH:27]=[CH:26][C:25]([S:28]([NH2:31])(=[O:30])=[O:29])=[CH:24][CH:23]=1.O. Product: [CH3:1][O:2][C:3]1[N:4]=[CH:5][CH:6]=[C:7]2[C:11]([C:12]3[CH:13]=[CH:14][CH:15]=[CH:16][CH:17]=3)=[N:10][N:9]([CH2:21][C:22]3[CH:23]=[CH:24][C:25]([S:28]([NH2:31])(=[O:30])=[O:29])=[CH:26][CH:27]=3)[C:8]=12. The catalyst class is: 1.